Dataset: Full USPTO retrosynthesis dataset with 1.9M reactions from patents (1976-2016). Task: Predict the reactants needed to synthesize the given product. (1) Given the product [C:1]([C:3]1[CH:4]=[C:5]([CH:10]=[CH:11][C:12]=1[CH2:13][N:14]1[CH2:19][CH2:18][CH:17]([CH2:20][NH:21][C@@H:28]2[CH2:30][C@H:29]2[C:31]2[CH:36]=[CH:35][CH:34]=[CH:33][CH:32]=2)[CH2:16][CH2:15]1)[C:6]([O-:8])=[O:7])#[N:2].[K+:38], predict the reactants needed to synthesize it. The reactants are: [C:1]([C:3]1[CH:4]=[C:5]([CH:10]=[CH:11][C:12]=1[CH2:13][N:14]1[CH2:19][CH2:18][CH:17]([CH2:20][N:21]([C@@H:28]2[CH2:30][C@H:29]2[C:31]2[CH:36]=[CH:35][CH:34]=[CH:33][CH:32]=2)C(=O)C(F)(F)F)[CH2:16][CH2:15]1)[C:6]([O:8]C)=[O:7])#[N:2].[OH-].[K+:38]. (2) Given the product [C:12]([C:14]1[CH:22]=[CH:21][C:17]([C:18]([O:11][CH3:10])=[O:19])=[C:16]([F:23])[CH:15]=1)#[N:13], predict the reactants needed to synthesize it. The reactants are: C(Cl)(=O)C(Cl)=O.CN([CH:10]=[O:11])C.[C:12]([C:14]1[CH:22]=[CH:21][C:17]([C:18](O)=[O:19])=[C:16]([F:23])[CH:15]=1)#[N:13].C(N(CC)CC)C. (3) Given the product [NH2:11][CH2:10][CH2:9][N:8]1[C:3]2[CH:4]=[CH:5][CH:6]=[CH:7][C:2]=2[NH:1][C:21]1=[O:19], predict the reactants needed to synthesize it. The reactants are: [NH2:1][C:2]1[CH:7]=[CH:6][CH:5]=[CH:4][C:3]=1[NH:8][CH2:9][CH2:10][NH:11]C(=O)OC(C)(C)C.[OH2:19].Cl[CH2:21]Cl. (4) The reactants are: [NH2:1][C:2]([CH2:4][C:5]1[C:14]2[C:9](=[CH:10][C:11]([O:15][CH2:16][C:17]3[CH:22]=[CH:21][CH:20]=[C:19]([Cl:23])[CH:18]=3)=[CH:12][CH:13]=2)[O:8][C:7](=[O:24])[CH:6]=1)=O.N1C=CC=CC=1.FC(F)(F)C(OC(=O)C(F)(F)F)=O. Given the product [C:2]([CH2:4][C:5]1[C:14]2[C:9](=[CH:10][C:11]([O:15][CH2:16][C:17]3[CH:22]=[CH:21][CH:20]=[C:19]([Cl:23])[CH:18]=3)=[CH:12][CH:13]=2)[O:8][C:7](=[O:24])[CH:6]=1)#[N:1], predict the reactants needed to synthesize it. (5) Given the product [CH2:49]([O:51][C:52](=[O:57])[CH2:53][CH2:54][CH2:55][NH:56][C:3]([C:5]1[C:6]([OH:31])=[C:7]2[C:12](=[CH:13][N:14]=1)[N:11]([CH2:15][C:16]1[CH:17]=[CH:18][CH:19]=[CH:20][CH:21]=1)[C:10](=[O:22])[C:9]([C:23]1[CH:28]=[CH:27][CH:26]=[C:25]([O:29][CH3:30])[CH:24]=1)=[CH:8]2)=[O:4])[CH3:50], predict the reactants needed to synthesize it. The reactants are: CO[C:3]([C:5]1[C:6]([OH:31])=[C:7]2[C:12](=[CH:13][N:14]=1)[N:11]([CH2:15][C:16]1[CH:21]=[CH:20][CH:19]=[CH:18][CH:17]=1)[C:10](=[O:22])[C:9]([C:23]1[CH:28]=[CH:27][CH:26]=[C:25]([O:29][CH3:30])[CH:24]=1)=[CH:8]2)=[O:4].[OH-].[Na+].C1C=CC2N(O)N=NC=2C=1.C(Cl)CCl.Cl.[CH2:49]([O:51][C:52](=[O:57])[CH2:53][CH2:54][CH2:55][NH2:56])[CH3:50].CCN(C(C)C)C(C)C. (6) Given the product [CH2:9]([N:1]([CH2:14][CH:24]([CH3:23])[CH3:25])[C:2]1[CH:7]=[CH:6][CH:5]=[C:4]([CH3:8])[CH:3]=1)[CH:10]([CH3:12])[CH3:11], predict the reactants needed to synthesize it. The reactants are: [NH2:1][C:2]1[CH:7]=[CH:6][CH:5]=[C:4]([CH3:8])[CH:3]=1.[CH2:9](I)[CH:10]([CH3:12])[CH3:11].[C:14](=O)([O-])[O-].[K+].[K+].CN1[CH2:25][CH2:24][CH2:23]C1=O. (7) Given the product [F:22][C:23]1[CH:28]=[CH:27][C:26]([F:29])=[CH:25][C:24]=1[C:30]1[N:32]=[C:19]([C:11]2[N:10]=[N:9][N:8]([C:3]3[CH:4]=[CH:5][CH:6]=[CH:7][C:2]=3[F:1])[C:12]=2[C:13]2[CH:14]=[N:15][CH:16]=[CH:17][CH:18]=2)[O:21][N:31]=1, predict the reactants needed to synthesize it. The reactants are: [F:1][C:2]1[CH:7]=[CH:6][CH:5]=[CH:4][C:3]=1[N:8]1[C:12]([C:13]2[CH:14]=[N:15][CH:16]=[CH:17][CH:18]=2)=[C:11]([C:19]([OH:21])=O)[N:10]=[N:9]1.[F:22][C:23]1[CH:28]=[CH:27][C:26]([F:29])=[CH:25][C:24]=1[C:30](=[N:32]O)[NH2:31]. (8) Given the product [C:82]([CH2:83][CH2:84][CH2:9][N:10]([CH3:2])[C@H:11]([C:15]([NH:17][C@H:18]([C:22]([N:24]([C@@H:26]([C@@H:68]([CH3:71])[CH2:69][CH3:70])[C@H:27]([O:66][CH3:67])[CH2:28][C:29]([N:31]1[CH2:35][CH2:34][CH2:33][C@H:32]1[C@H:36]([O:64][CH3:65])[C@@H:37]([CH3:63])[C:38]([NH:40][C@@H:41]([CH2:56][C:57]1[CH:58]=[CH:59][CH:60]=[CH:61][CH:62]=1)[C:42]([O:44][CH2:45][C:46]1[C:55]2[C:50](=[CH:51][CH:52]=[CH:53][CH:54]=2)[CH:49]=[CH:48][CH:47]=1)=[O:43])=[O:39])=[O:30])[CH3:25])=[O:23])[CH:19]([CH3:20])[CH3:21])=[O:16])[CH:12]([CH3:14])[CH3:13])([OH:111])=[O:81], predict the reactants needed to synthesize it. The reactants are: F[C:2](F)(F)C([O-])=O.[Na+].[CH3:9][NH:10][C@H:11]([C:15]([NH:17][C@H:18]([C:22]([N:24]([C@@H:26]([C@@H:68]([CH3:71])[CH2:69][CH3:70])[C@H:27]([O:66][CH3:67])[CH2:28][C:29]([N:31]1[CH2:35][CH2:34][CH2:33][C@H:32]1[C@H:36]([O:64][CH3:65])[C@@H:37]([CH3:63])[C:38]([NH:40][C@@H:41]([CH2:56][C:57]1[CH:62]=[CH:61][CH:60]=[CH:59][CH:58]=1)[C:42]([O:44][CH2:45][C:46]1[C:55]2[C:50](=[CH:51][CH:52]=[CH:53][CH:54]=2)[CH:49]=[CH:48][CH:47]=1)=[O:43])=[O:39])=[O:30])[CH3:25])=[O:23])[CH:19]([CH3:21])[CH3:20])=[O:16])[CH:12]([CH3:14])[CH3:13].C([BH3-])#N.[Na+].Cl.C([O:81][C:82](=[O:111])[CH2:83][C@@H:84](OC)[C@@H](N(C(=O)[C@H](C(C)C)NC(OCC1C=CC=CC=1)=O)C)[C@@H](C)CC)(C)(C)C.